Task: Predict the reactants needed to synthesize the given product.. Dataset: Full USPTO retrosynthesis dataset with 1.9M reactions from patents (1976-2016) (1) Given the product [F:28][C:24]1[CH:23]=[C:22]([CH:27]=[CH:26][CH:25]=1)[CH2:21][N:16]1[CH2:15][CH2:14][CH:13]([NH:12][C:11]2[C:6]3[CH:5]=[C:4]([Cl:3])[S:19][C:7]=3[N:8]=[CH:9][N:10]=2)[CH2:18][CH2:17]1, predict the reactants needed to synthesize it. The reactants are: Cl.Cl.[Cl:3][C:4]1[S:19][C:7]2[N:8]=[CH:9][N:10]=[C:11]([NH:12][CH:13]3[CH2:18][CH2:17][NH:16][CH2:15][CH2:14]3)[C:6]=2[CH:5]=1.Br[CH2:21][C:22]1[CH:27]=[CH:26][CH:25]=[C:24]([F:28])[CH:23]=1. (2) Given the product [CH:31]1([CH2:30][O:29][C:21]2[CH:20]=[C:19]([CH:5]([N:6]3[CH2:14][C:13]4[C:8](=[C:9]([N+:15]([O-:17])=[O:16])[CH:10]=[CH:11][CH:12]=4)[C:7]3=[O:18])[CH2:4][C:3]([OH:34])=[O:2])[CH:24]=[CH:23][C:22]=2[O:25][CH:26]([F:28])[F:27])[CH2:33][CH2:32]1, predict the reactants needed to synthesize it. The reactants are: C[O:2][C:3](=[O:34])[CH2:4][CH:5]([C:19]1[CH:24]=[CH:23][C:22]([O:25][CH:26]([F:28])[F:27])=[C:21]([O:29][CH2:30][CH:31]2[CH2:33][CH2:32]2)[CH:20]=1)[N:6]1[CH2:14][C:13]2[C:8](=[C:9]([N+:15]([O-:17])=[O:16])[CH:10]=[CH:11][CH:12]=2)[C:7]1=[O:18].[OH-].[Na+].Cl. (3) The reactants are: [I-].[Li+].[CH:3](O)(C)[CH3:4].C[Li].[CH2:9]([O:16][C:17](=[O:31])[N:18]([CH2:20][CH2:21][O:22][C:23]1[CH:28]=[CH:27][CH:26]=[CH:25][C:24]=1[C:29]#[N:30])[CH3:19])[C:10]1[CH:15]=[CH:14][CH:13]=[CH:12][CH:11]=1.C([Zn]CC)C.C(O)(=O)CC(CC(O)=O)(C(O)=O)O.FC(F)(F)C(O)=O.[OH-].[Na+]. Given the product [CH2:9]([O:16][C:17](=[O:31])[N:18]([CH2:20][CH2:21][O:22][C:23]1[CH:28]=[CH:27][CH:26]=[CH:25][C:24]=1[C:29]1([NH2:30])[CH2:4][CH2:3]1)[CH3:19])[C:10]1[CH:11]=[CH:12][CH:13]=[CH:14][CH:15]=1, predict the reactants needed to synthesize it.